Dataset: Catalyst prediction with 721,799 reactions and 888 catalyst types from USPTO. Task: Predict which catalyst facilitates the given reaction. (1) Reactant: C[O:2][C:3](=[O:13])[C:4]1[CH:9]=[CH:8][C:7]([I:10])=[CH:6][C:5]=1[O:11][CH3:12].[OH-].[Na+]. Product: [I:10][C:7]1[CH:8]=[CH:9][C:4]([C:3]([OH:13])=[O:2])=[C:5]([O:11][CH3:12])[CH:6]=1. The catalyst class is: 7. (2) Reactant: [F:1][C:2]1[CH:3]=[C:4]2[C:9](=[CH:10][CH:11]=1)[N:8]=[C:7]([C:12]1[CH:17]=[CH:16][CH:15]=[CH:14][CH:13]=1)[C:6]([OH:18])=[C:5]2C(O)=O.Cl[C:23]1[C:32]2[C:27](=[CH:28][C:29]([O:35][CH3:36])=[C:30]([O:33][CH3:34])[CH:31]=2)[N:26]=[CH:25][CH:24]=1.O. Product: [F:1][C:2]1[CH:3]=[C:4]2[C:9](=[CH:10][CH:11]=1)[N:8]=[C:7]([C:12]1[CH:13]=[CH:14][CH:15]=[CH:16][CH:17]=1)[C:6]([O:18][C:23]1[C:32]3[C:27](=[CH:28][C:29]([O:35][CH3:36])=[C:30]([O:33][CH3:34])[CH:31]=3)[N:26]=[CH:25][CH:24]=1)=[CH:5]2. The catalyst class is: 420. (3) Reactant: [H-].[Na+].[CH3:3][CH:4]([CH3:8])[CH:5]([OH:7])[CH3:6].Cl[C:10]1[CH:15]=[C:14](Cl)[N:13]=[CH:12][N:11]=1.[CH2:17]([OH:22])[C:18]#[C:19][CH2:20][CH3:21].[Cl-].[NH4+]. Product: [CH3:6][CH:5]([O:7][C:10]1[CH:15]=[C:14]([O:22][CH2:17][C:18]#[C:19][CH2:20][CH3:21])[N:13]=[CH:12][N:11]=1)[CH:4]([CH3:8])[CH3:3]. The catalyst class is: 7. (4) Reactant: [O:1]=[C:2]([N:21]1[C:29]2[C:24](=[CH:25][C:26]([C:30]#[N:31])=[CH:27][CH:28]=2)[CH2:23][CH2:22]1)[CH2:3][CH2:4][N:5]1[CH2:12][CH:11]2[O:13][CH:7]([CH2:8][N:9](C(OC(C)(C)C)=O)[CH2:10]2)[CH2:6]1.[ClH:32]. Product: [ClH:32].[CH:11]12[O:13][CH:7]([CH2:8][NH:9][CH2:10]1)[CH2:6][N:5]([CH2:4][CH2:3][C:2]([N:21]1[C:29]3[C:24](=[CH:25][C:26]([C:30]#[N:31])=[CH:27][CH:28]=3)[CH2:23][CH2:22]1)=[O:1])[CH2:12]2. The catalyst class is: 12. (5) Reactant: F[B-](F)(F)F.C(C1C=CC=C(C(C)C)C=1[N+]1CCN(C2C(C(C)C)=CC=CC=2C(C)C)C=1)(C)C.C[Si]([N-][Si](C)(C)C)(C)C.[Li+].Br[C:46]1[CH:54]=[CH:53][CH:52]=[C:51]2[C:47]=1[CH:48]=[CH:49][N:50]2[S:55]([C:58]1[CH:63]=[CH:62][CH:61]=[CH:60][CH:59]=1)(=[O:57])=[O:56].[C:64]([O:67][C:68]([CH3:71])([CH3:70])[CH3:69])(=[O:66])[CH3:65]. Product: [C:58]1([S:55]([N:50]2[C:51]3[C:47](=[C:46]([CH2:65][C:64]([O:67][C:68]([CH3:71])([CH3:70])[CH3:69])=[O:66])[CH:54]=[CH:53][CH:52]=3)[CH:48]=[CH:49]2)(=[O:57])=[O:56])[CH:63]=[CH:62][CH:61]=[CH:60][CH:59]=1. The catalyst class is: 187. (6) The catalyst class is: 236. Product: [Cl:18][C:19]1[CH:27]=[CH:26][C:22]([C:23]([NH:1][C:2]2[CH:7]=[CH:6][C:5]([C@@H:8]([NH:10][C:11](=[O:17])[O:12][C:13]([CH3:16])([CH3:15])[CH3:14])[CH3:9])=[CH:4][CH:3]=2)=[O:24])=[CH:21][N:20]=1. Reactant: [NH2:1][C:2]1[CH:7]=[CH:6][C:5]([C@@H:8]([NH:10][C:11](=[O:17])[O:12][C:13]([CH3:16])([CH3:15])[CH3:14])[CH3:9])=[CH:4][CH:3]=1.[Cl:18][C:19]1[CH:27]=[CH:26][C:22]([C:23](Cl)=[O:24])=[CH:21][N:20]=1. (7) Reactant: [NH2:1][C:2]1[CH:23]=[CH:22][C:5]([O:6][C:7]2[CH:8]=[CH:9][C:10]3[N:11]([CH:13]=[C:14]([NH:16][C:17]([CH:19]4[CH2:21][CH2:20]4)=[O:18])[N:15]=3)[CH:12]=2)=[C:4]([F:24])[CH:3]=1.[C:25]1([NH:31][C:32]([C:34]2([C:37](O)=[O:38])[CH2:36][CH2:35]2)=[O:33])[CH:30]=[CH:29][CH:28]=[CH:27][CH:26]=1.CN(C(ON1N=NC2C=CC=NC1=2)=[N+](C)C)C.F[P-](F)(F)(F)(F)F.C(N(CC)C(C)C)(C)C.C(=O)([O-])O.[Na+]. Product: [CH:19]1([C:17]([NH:16][C:14]2[N:15]=[C:10]3[CH:9]=[CH:8][C:7]([O:6][C:5]4[CH:22]=[CH:23][C:2]([NH:1][C:37]([C:34]5([C:32]([NH:31][C:25]6[CH:30]=[CH:29][CH:28]=[CH:27][CH:26]=6)=[O:33])[CH2:36][CH2:35]5)=[O:38])=[CH:3][C:4]=4[F:24])=[CH:12][N:11]3[CH:13]=2)=[O:18])[CH2:21][CH2:20]1. The catalyst class is: 395.